From a dataset of Forward reaction prediction with 1.9M reactions from USPTO patents (1976-2016). Predict the product of the given reaction. (1) Given the reactants [C:1]1(=O)[CH2:6][CH2:5][CH2:4][C:3](=[O:7])[CH2:2]1.[NH2:9][C:10]1[CH:15]=[CH:14][N:13]=[C:12]([C:16]([F:19])([F:18])[F:17])[CH:11]=1.C(O)(=O)C, predict the reaction product. The product is: [F:19][C:16]([F:17])([F:18])[C:12]1[CH:11]=[C:10]([NH:9][C:1]2[CH2:6][CH2:5][CH2:4][C:3](=[O:7])[CH:2]=2)[CH:15]=[CH:14][N:13]=1. (2) Given the reactants [NH2:1][C:2]1[N:7]([CH3:8])[C:6](=[O:9])[C:5]([CH3:11])([CH3:10])[C@:4]([C:13]2[CH:18]=[C:17]([NH:19][C:20]3[N:24](CC4C=CC=CC=4)[N:23]=[CH:22][CH:21]=3)[CH:16]=[CH:15][C:14]=2[F:32])([CH3:12])[N:3]=1.[ClH:33], predict the reaction product. The product is: [ClH:33].[NH:24]1[C:20]([NH:19][C:17]2[CH:16]=[CH:15][C:14]([F:32])=[C:13]([C@@:4]3([CH3:12])[N:3]=[C:2]([NH2:1])[N:7]([CH3:8])[C:6](=[O:9])[C:5]3([CH3:10])[CH3:11])[CH:18]=2)=[CH:21][CH:22]=[N:23]1. (3) Given the reactants BrC[C:3]1[CH:8]=[CH:7][C:6]([CH2:9][C:10]([O:12][CH3:13])=[O:11])=[CH:5][CH:4]=1.[NH:14]1[CH2:19][CH2:18][CH2:17][CH2:16][CH2:15]1.[CH3:20]O, predict the reaction product. The product is: [N:14]1([C:3]2[CH:4]=[CH:5][C:6]([CH2:9][C:10]([O:12][CH3:13])=[O:11])=[C:7]([CH3:20])[CH:8]=2)[CH2:19][CH2:18][CH2:17][CH2:16][CH2:15]1. (4) Given the reactants [N+:1]([C:4]1[CH:9]=[C:8]([N+:10]([O-:12])=[O:11])[CH:7]=[CH:6][C:5]=1[CH2:13][CH2:14][OH:15])([O-:3])=[O:2].[F:16][C:17]([F:46])([C:42]([F:45])([F:44])[F:43])[CH2:18][CH2:19][CH2:20][O:21][C:22]1[CH:41]=[CH:40][C:25]([C:26]([O:28][C:29]2[CH:34]=[CH:33][C:32](/[CH:35]=[CH:36]/[C:37](O)=[O:38])=[CH:31][CH:30]=2)=[O:27])=[CH:24][CH:23]=1.Cl.CN(C)CCCN=C=NCC.CCCCCC, predict the reaction product. The product is: [F:16][C:17]([F:46])([C:42]([F:43])([F:44])[F:45])[CH2:18][CH2:19][CH2:20][O:21][C:22]1[CH:41]=[CH:40][C:25]([C:26]([O:28][C:29]2[CH:34]=[CH:33][C:32](/[CH:35]=[CH:36]/[C:37]([O:15][CH2:14][CH2:13][C:5]3[CH:6]=[CH:7][C:8]([N+:10]([O-:12])=[O:11])=[CH:9][C:4]=3[N+:1]([O-:3])=[O:2])=[O:38])=[CH:31][CH:30]=2)=[O:27])=[CH:24][CH:23]=1. (5) The product is: [NH2:1][C:2]1[N:7]=[C:6]([NH:29][CH2:27][CH3:28])[C:5]([C:11]2[CH:12]=[CH:13][C:14](=[O:20])[N:15]([CH:17]([CH3:19])[CH3:18])[N:16]=2)=[C:4]([C:21]2[CH:26]=[CH:25][CH:24]=[CH:23][CH:22]=2)[N:3]=1. Given the reactants [NH2:1][C:2]1[N:7]=[C:6](S(C)=O)[C:5]([C:11]2[CH:12]=[CH:13][C:14](=[O:20])[N:15]([CH:17]([CH3:19])[CH3:18])[N:16]=2)=[C:4]([C:21]2[CH:26]=[CH:25][CH:24]=[CH:23][CH:22]=2)[N:3]=1.[CH2:27]([NH2:29])[CH3:28], predict the reaction product. (6) Given the reactants CO.[BH4-].[Na+].ClCCl.[CH:8]1([C:13]2[C:23]([C:24]([C:26]3[N:31]=[C:30]([C:32]([O:34][CH3:35])=[O:33])[CH:29]=[CH:28][CH:27]=3)=[O:25])=[C:16]3[CH:17]=[CH:18][C:19]([O:21][CH3:22])=[CH:20][N:15]3[N:14]=2)[CH2:12][CH2:11][CH2:10][CH2:9]1, predict the reaction product. The product is: [CH:8]1([C:13]2[C:23]([CH:24]([OH:25])[C:26]3[N:31]=[C:30]([C:32]([O:34][CH3:35])=[O:33])[CH:29]=[CH:28][CH:27]=3)=[C:16]3[CH:17]=[CH:18][C:19]([O:21][CH3:22])=[CH:20][N:15]3[N:14]=2)[CH2:12][CH2:11][CH2:10][CH2:9]1. (7) Given the reactants [CH3:1][S:2]([C:5]1[CH:10]=[CH:9][C:8]([C@H:11]([C:29]2[CH:34]=[CH:33][CH:32]=[CH:31][CH:30]=2)[CH2:12][C:13](N2[C@H](C3C=CC=CC=3)[C@H](C)N(C)C2=O)=[O:14])=[CH:7][CH:6]=1)(=[O:4])=[O:3].[H-].[Al+3].[Li+].[H-].[H-].[H-], predict the reaction product. The product is: [C:29]1([C@@H:11]([C:8]2[CH:7]=[CH:6][C:5]([S:2]([CH3:1])(=[O:4])=[O:3])=[CH:10][CH:9]=2)[CH2:12][CH2:13][OH:14])[CH:30]=[CH:31][CH:32]=[CH:33][CH:34]=1.